Dataset: Full USPTO retrosynthesis dataset with 1.9M reactions from patents (1976-2016). Task: Predict the reactants needed to synthesize the given product. (1) Given the product [NH2:1][C:2]1[C:11]([C@H:12]([CH:18]2[CH2:19][CH2:20][CH2:21][CH2:22][CH2:23]2)[CH2:13][CH2:14][C:15]([N:50]([CH2:49][CH2:48][C:47]([CH3:59])([CH3:58])[CH3:46])[CH2:51][C:52]2[N:53]([CH3:57])[CH:54]=[CH:55][N:56]=2)=[O:16])=[CH:10][C:9]2[C:4](=[CH:5][CH:6]=[C:7]([O:24][C:25]3[CH:26]=[CH:27][CH:28]=[CH:29][CH:30]=3)[CH:8]=2)[N:3]=1, predict the reactants needed to synthesize it. The reactants are: [NH2:1][C:2]1[C:11]([C@H:12]([CH:18]2[CH2:23][CH2:22][CH2:21][CH2:20][CH2:19]2)[CH2:13][CH2:14][C:15](O)=[O:16])=[CH:10][C:9]2[C:4](=[CH:5][CH:6]=[C:7]([O:24][C:25]3[CH:30]=[CH:29][CH:28]=[CH:27][CH:26]=3)[CH:8]=2)[N:3]=1.ClC(OCC(C)C)=O.CN1CCOCC1.[CH3:46][C:47]([CH3:59])([CH3:58])[CH2:48][CH2:49][NH:50][CH2:51][C:52]1[N:53]([CH3:57])[CH:54]=[CH:55][N:56]=1. (2) Given the product [N:12]([CH:5]1[CH2:4][C:3]2[C:7](=[CH:8][CH:9]=[CH:10][C:2]=2[F:1])[C:6]1=[O:11])=[N+:13]=[N-:14], predict the reactants needed to synthesize it. The reactants are: [F:1][C:2]1[CH:10]=[CH:9][CH:8]=[C:7]2[C:3]=1[CH2:4][CH2:5][C:6]2=[O:11].[N-:12]=[N+:13]=[N-:14].[Na+]. (3) Given the product [NH2:10][C:11]1[CH:12]=[C:13]([C:18]2[CH:19]=[N:20][N:21]([CH2:23][C@H:24]([OH:29])[C:25]([NH2:1])=[O:26])[CH:22]=2)[CH:14]=[C:15]([CH3:17])[CH:16]=1, predict the reactants needed to synthesize it. The reactants are: [NH3:1].FC(F)C1C=CN=C([NH:10][C:11]2[CH:12]=[C:13]([C:18]3[CH:19]=[N:20][N:21]([CH2:23][C@H:24]([OH:29])[C:25](OC)=[O:26])[CH:22]=3)[CH:14]=[C:15]([CH3:17])[CH:16]=2)N=1.